The task is: Regression. Given a target protein amino acid sequence and a drug SMILES string, predict the binding affinity score between them. We predict pKi (pKi = -log10(Ki in M); higher means stronger inhibition). Dataset: bindingdb_ki.. This data is from Drug-target binding data from BindingDB using Ki measurements. The small molecule is Cn1c2ccc(F)cc2c2c(C(=O)N3CCCC3)cn(-c3ccccc3)c(=O)c21. The target protein sequence is MITTQMWHFYVTRVGLLLLISILPGTTGQGESRRQEPGDFVKQDIGGLSPKHAPDIPDDSTDNITIFTRILDRLLDGYDNRLRPGLGDAVTEVKTDIYVTSFGPVSDTDMEYTIDVFFRQTWHDERLKFDGPMKILPLNNLLASKIWTPDTFFHNGKKSVAHNMTTPNKLLRLVDNGTLLYTMRLTIHAECPMHLEDFPMDVHACPLKFGSYAYTKAEVIYSWTLGKNKSVEVAQDGSRLNQYDLLGHVVGTEIIRSSTGEYVVMTTHFHLKRKIGYFVIQTYLPCIMTVILSQVSFWLNRESVPARTVFGVTTVLTMTTLSISARNSLPKVAYATAMDWFMAVCYAFVFSALIEFATVNYFTKRSWAWEGKKVPEALEMKKKTPAAPTKKTSTTFNIVGTTYPINLALDTEFSTISKAAAAPSASSTPTVIASPKTTYVQDSPAETKTYNSVSKVDKISRIIFPVLFAIFNLVYWATYVNRESAIKGMIRKQ. The pKi is 7.1.